This data is from Forward reaction prediction with 1.9M reactions from USPTO patents (1976-2016). The task is: Predict the product of the given reaction. (1) Given the reactants [N:1]1[C:2]([C:10]([OH:12])=O)=[CH:3][N:4]2[CH:9]=[CH:8][CH:7]=[N:6][C:5]=12.[NH2:13][C@@H:14]([CH3:31])[CH2:15][N:16]1[CH:20]=[CH:19][C:18]([C:21]2[CH:28]=[C:27]([F:29])[C:24]([C:25]#[N:26])=[C:23]([Cl:30])[CH:22]=2)=[N:17]1, predict the reaction product. The product is: [Cl:30][C:23]1[CH:22]=[C:21]([C:18]2[CH:19]=[CH:20][N:16]([CH2:15][C@@H:14]([NH:13][C:10]([C:2]3[N:1]=[C:5]4[N:6]=[CH:7][CH:8]=[CH:9][N:4]4[CH:3]=3)=[O:12])[CH3:31])[N:17]=2)[CH:28]=[C:27]([F:29])[C:24]=1[C:25]#[N:26]. (2) Given the reactants [OH:1][CH2:2][C@@H:3]1[O:7][C:6](=[O:8])[N:5]([C:9]2[CH:18]=[C:17]3[C:12]([CH:13]=[C:14]([C:20]4[CH:25]=[CH:24][CH:23]=[CH:22][C:21]=4[C:26]([F:29])([F:28])[F:27])[NH:15][C:16]3=[O:19])=[CH:11][CH:10]=2)[CH2:4]1.C(N(CC)C(C)C)(C)C.C(Cl)(Cl)(Cl)Cl.[P:44]([O-:61])([O:53][CH2:54][C:55]1[CH:60]=[CH:59][CH:58]=[CH:57][CH:56]=1)[O:45][CH2:46][C:47]1[CH:52]=[CH:51][CH:50]=[CH:49][CH:48]=1, predict the reaction product. The product is: [O:8]=[C:6]1[N:5]([C:9]2[CH:18]=[C:17]3[C:12]([CH:13]=[C:14]([C:20]4[CH:25]=[CH:24][CH:23]=[CH:22][C:21]=4[C:26]([F:28])([F:27])[F:29])[NH:15][C:16]3=[O:19])=[CH:11][CH:10]=2)[CH2:4][C@H:3]([CH2:2][O:1][P:44]([O:45][CH2:46][C:47]2[CH:52]=[CH:51][CH:50]=[CH:49][CH:48]=2)([O:53][CH2:54][C:55]2[CH:60]=[CH:59][CH:58]=[CH:57][CH:56]=2)=[O:61])[O:7]1. (3) Given the reactants Br[C:2]1[CH:11]=[CH:10][C:9]2[N:8]=[CH:7][C:6]3[N:12]([CH3:25])[C:13](=[O:24])[N:14]([C:15]4[C:16]([CH3:23])=[N:17][N:18]([CH:20]([CH3:22])[CH3:21])[CH:19]=4)[C:5]=3[C:4]=2[CH:3]=1.[CH3:26][O:27][CH2:28][C:29]1[C:30]([NH:44][CH3:45])=[N:31][CH:32]=[C:33](B2OC(C)(C)C(C)(C)O2)[CH:34]=1, predict the reaction product. The product is: [CH:20]([N:18]1[CH:19]=[C:15]([N:14]2[C:5]3[C:4]4[CH:3]=[C:2]([C:33]5[CH:32]=[N:31][C:30]([NH:44][CH3:45])=[C:29]([CH2:28][O:27][CH3:26])[CH:34]=5)[CH:11]=[CH:10][C:9]=4[N:8]=[CH:7][C:6]=3[N:12]([CH3:25])[C:13]2=[O:24])[C:16]([CH3:23])=[N:17]1)([CH3:22])[CH3:21].